This data is from Forward reaction prediction with 1.9M reactions from USPTO patents (1976-2016). The task is: Predict the product of the given reaction. (1) Given the reactants Br[C:2]1[CH:7]=[CH:6][C:5]([C:8]2[S:9][CH:10]([CH2:14][CH2:15][CH2:16][CH2:17][CH2:18][CH2:19][CH2:20][CH3:21])[CH:11](O)[N:12]=2)=[CH:4][CH:3]=1.[C:22]([Cu])#[N:23], predict the reaction product. The product is: [CH2:14]([C:10]1[S:9][C:8]([C:5]2[CH:6]=[CH:7][C:2]([C:22]#[N:23])=[CH:3][CH:4]=2)=[N:12][CH:11]=1)[CH2:15][CH2:16][CH2:17][CH2:18][CH2:19][CH2:20][CH3:21]. (2) Given the reactants [CH3:1][C:2]1[CH:3]=[C:4]([C:20]#[C:21][CH2:22][N:23]2[CH2:28][CH2:27][N:26]([CH3:29])[CH2:25][CH2:24]2)[CH:5]=[C:6]2[C:10]=1[C:9](=[O:11])[N:8]([CH2:12][C:13]1[CH:18]=[CH:17][C:16]([Cl:19])=[CH:15][CH:14]=1)[CH2:7]2.[H][H].C(Cl)(Cl)Cl.CO, predict the reaction product. The product is: [CH3:1][C:2]1[CH:3]=[C:4]([CH2:20][CH2:21][CH2:22][N:23]2[CH2:28][CH2:27][N:26]([CH3:29])[CH2:25][CH2:24]2)[CH:5]=[C:6]2[C:10]=1[C:9](=[O:11])[N:8]([CH2:12][C:13]1[CH:14]=[CH:15][C:16]([Cl:19])=[CH:17][CH:18]=1)[CH2:7]2. (3) Given the reactants F[C:2]1[C:7]([C:8]2[N:13]=[C:12]([CH3:14])[N:11]=[C:10]([NH2:15])[N:9]=2)=[CH:6][CH:5]=[CH:4][N:3]=1.[NH2:16][C:17]1[CH:18]=[C:19]([NH:24][S:25]([CH3:28])(=[O:27])=[O:26])[C:20]([CH3:23])=[N:21][CH:22]=1.C[Si]([N-][Si](C)(C)C)(C)C.[Na+].C1COCC1, predict the reaction product. The product is: [NH2:15][C:10]1[N:11]=[C:12]([CH3:14])[N:13]=[C:8]([C:7]2[C:2]([NH:16][C:17]3[CH:18]=[C:19]([NH:24][S:25]([CH3:28])(=[O:27])=[O:26])[C:20]([CH3:23])=[N:21][CH:22]=3)=[N:3][CH:4]=[CH:5][CH:6]=2)[N:9]=1.